Dataset: Catalyst prediction with 721,799 reactions and 888 catalyst types from USPTO. Task: Predict which catalyst facilitates the given reaction. Reactant: [F:1][C:2]([F:31])([F:30])[C:3]1[CH:4]=[C:5]([C:16]2[O:20][N:19]=[C:18]([C:21]3[CH:29]=[CH:28][CH:27]=[C:26]4[C:22]=3[CH2:23][CH2:24][NH:25]4)[N:17]=2)[CH:6]=[CH:7][C:8]=1[O:9][CH:10]([CH3:15])[C:11]([F:14])([F:13])[F:12].C([O-])([O-])=O.[K+].[K+].I[CH2:39][CH2:40][C:41]([NH2:43])=[O:42].C([O-])(O)=O.[Na+]. Product: [F:31][C:2]([F:1])([F:30])[C:3]1[CH:4]=[C:5]([C:16]2[O:20][N:19]=[C:18]([C:21]3[CH:29]=[CH:28][CH:27]=[C:26]4[C:22]=3[CH2:23][CH2:24][N:25]4[CH2:39][CH2:40][C:41]([NH2:43])=[O:42])[N:17]=2)[CH:6]=[CH:7][C:8]=1[O:9][CH:10]([CH3:15])[C:11]([F:12])([F:13])[F:14]. The catalyst class is: 10.